From a dataset of Merck oncology drug combination screen with 23,052 pairs across 39 cell lines. Regression. Given two drug SMILES strings and cell line genomic features, predict the synergy score measuring deviation from expected non-interaction effect. Drug 1: C=CCn1c(=O)c2cnc(Nc3ccc(N4CCN(C)CC4)cc3)nc2n1-c1cccc(C(C)(C)O)n1. Drug 2: O=C(O)C1(Cc2cccc(Nc3nccs3)n2)CCC(Oc2cccc(Cl)c2F)CC1. Cell line: SW620. Synergy scores: synergy=2.06.